This data is from Experimentally validated miRNA-target interactions with 360,000+ pairs, plus equal number of negative samples. The task is: Binary Classification. Given a miRNA mature sequence and a target amino acid sequence, predict their likelihood of interaction. (1) The miRNA is hsa-miR-6799-5p with sequence GGGGAGGUGUGCAGGGCUGG. The protein sequence of the target gene is MMEGSRQTRVSRPYKISESSKVYRWADHSSTVLQRLNEQRLRGLFCDVVLVADEQRVPAHRNLLAVCSDYFNSMFTIGMREAFQKEVELIGASYIGLKAVVDFLYGGELVLDGGNIDYVLETAHLLQIWTVVDFCCEYLEQEVSEDNYLYLQELASIYSLKRLDAFIDGFILNHFGTLSFTPDFLQNVSMQKLCVYLSSSEVQRECEHDLLQAALQWLTQQPEREAHARQVLENIHFPLIPKNDLLHRVKPAVCSLLPKEANCEGFIEEAVRYHNNLAAQPVMQTKRTALRTNQERLLFV.... Result: 1 (interaction). (2) The miRNA is hsa-miR-4437 with sequence UGGGCUCAGGGUACAAAGGUU. The protein sequence of the target gene is MTPPKLRASLSPSLLLLLSGCLLAAARREKGAASNVAEPVPGPTGGSSGRFLSPEQHACSWQLLLPAPEAAAGSELALRCQSPDGARHQCAYRGHPERCAAYAARRAHFWKQVLGGLRKKRRPCHDPAPLQARLCAGKKGHGAELRLVPRASPPARPTVAGFAGESKPRARNRGRTRERASGPAAGTPPPQSAPPKENPSERKTNEGKRKAALVPNEERPMGTGPDPDGLDGNAELTETYCAEKWHSLCNFFVNFWNG. Result: 0 (no interaction). (3) The miRNA is mmu-miR-466n-5p with sequence GUGUGUGCGUACAUGUACAUGU. The protein sequence of the target gene is MAVTVEEAPWLGWIVAKALMRFAFMVANNLVAIPSYICYVIILQPLRVLDSKRFWYIEGLMYKWLLGMVASWGWYAGYTVMEWGEDIKAIAKDEAVMLVNHQATGDVCTLMMCLQDKGPVVAQMMWLMDHIFKYTNFGIVSLIHGDFFIRQGRAYRDQQLLVLKKHLEHNYRSRDRKWIVLFPEGGFLRKRRETSQAFAKKNNLPFLTHVTLPRFGATNIILKALVARQENGSPAGGDARGLECKSRGLQWIIDTTIAYPKAEPIDIQTWILGYRKPTVTHVHYRIFPIGDVPLETEDLT.... Result: 0 (no interaction). (4) The miRNA is mmu-miR-362-3p with sequence AACACACCUGUUCAAGGAUUCA. The protein sequence of the target gene is MDSPCQPQALNQALPQLPGSVSESLESSRARMGVESYLPCPLLPAYHRPGASGEASAGNGTPRTTATATTTTASPLREGFGGQDGGELWPLQSEGAAALVTKECQRLAAQGARPEAPKRKWAKDGGDAPSPSKRPWARQENQEAKGESGMGCDSGASNSSSSSSNTTSSSGEASARLREEVQPSAPERLALDYIVPCMRYYGICVKDNFLGAVLGGRVLAEVEALKWGGRLRDGQLVSQRAIPPRSIRGDQIAWVEGHEPGCRSIGALMAHVDAVIRHCAGRLGNYVINGRTKAMVACYP.... Result: 1 (interaction). (5) Result: 0 (no interaction). The miRNA is hsa-miR-4694-3p with sequence CAAAUGGACAGGAUAACACCU. The protein sequence of the target gene is MFAAATKSFVKQVGDGGRLVPVPSLSEADKYQPLSLVVKKKRCFLFPRYKFTSTPFTLKDILLGDREISAGISSYQLLNYEDESDVSLYGRRGNHIVNDVGINVAGSDSIAVKASFGIVTKHEVEVSTLLKEITTRKINFDHSLIRQSRSSRKAVLCVVMESIRTTRQCSLSVHAGIRGEAMRFHFMDEQNPKGRDKAIVFPAHTTIAFSVFELFIYLDGAFDLCVTSVSKGGFEREETATFALLYRLRNILFERNRRVMDVISRSQLYLDDLFSDYYDKPLSMTDISLKEGTHIRVNLL.... (6) The miRNA is hsa-miR-6791-3p with sequence UGCCUCCUUGGUCUCCGGCAG. The protein sequence of the target gene is MARETFPFTSSMLRSLRLQQEWLEWEDRRRAAAQQCRSRRCPSSPRARLTRPHRSCRDPAVHQALFSGNLQQVQALFQDEEAANMIVETVSNQLAWSAEQGFWVLTPKTKQTAPLAIATARGYTDCARHLIRQGAELDARVGGRAALHEACARAQFDCVRLLLTFGAKANVLTEEGTTPLHLCTIPESLQCAKLLLEAGATVNLAAGESQETPLHVAAARGLEQHVALYLEHGADVGLRTSQGETALNTACAGAEGPGSCRRHQAAARRLLEAGADARAAGRKRHTPLHNACANGCGGLA.... Result: 1 (interaction). (7) The miRNA is mmu-miR-1843a-3p with sequence UCUGAUCGUUCACCUCCAUACA. The protein sequence of the target gene is MLSGARCRLASALRGTRAPPSAVARRCLHASGSRPLADRGKKTEEPPRDFDPALLEFLVCPLSKKPLRYEASTNELINEELGIAYPIIDGIPNMIPQAARMTRQSKKQEEVEQR. Result: 0 (no interaction).